From a dataset of Catalyst prediction with 721,799 reactions and 888 catalyst types from USPTO. Predict which catalyst facilitates the given reaction. Reactant: [Br:1][C:2]1[CH:7]=[CH:6][C:5]([N:8]([C:16]2[CH:21]=[CH:20][C:19]([Br:22])=[CH:18][CH:17]=2)[C:9]2[CH:14]=[CH:13][C:12](Br)=[CH:11][CH:10]=2)=[CH:4][CH:3]=1.[Li]CCCC.C([O:31]B(OC(C)C)OC(C)C)(C)C.C(O)(=O)C.OO. Product: [Br:1][C:2]1[CH:7]=[CH:6][C:5]([N:8]([C:16]2[CH:21]=[CH:20][C:19]([Br:22])=[CH:18][CH:17]=2)[C:9]2[CH:14]=[CH:13][C:12]([OH:31])=[CH:11][CH:10]=2)=[CH:4][CH:3]=1. The catalyst class is: 1.